Dataset: Reaction yield outcomes from USPTO patents with 853,638 reactions. Task: Predict the reaction yield, written as a fraction of the theoretical maximum amount of product (1.0 means a 100% yield; for example, 0.34 means a 34% yield). (1) The reactants are [S:1]1[CH:5]=[CH:4][N:3]=[C:2]1[C:6]1[CH:13]=[CH:12][C:9]([CH:10]=[O:11])=[CH:8][CH:7]=1.C(O)C.O1CCCC1.[BH4-].[Na+]. The catalyst is O. The product is [S:1]1[CH:5]=[CH:4][N:3]=[C:2]1[C:6]1[CH:7]=[CH:8][C:9]([CH2:10][OH:11])=[CH:12][CH:13]=1. The yield is 0.940. (2) The reactants are [Cl:1][C:2]1[N:3]=[C:4]([CH2:9][OH:10])[N:5]([CH3:8])[C:6]=1[Cl:7]. The catalyst is C(#N)C.O=[Mn]=O. The product is [Cl:1][C:2]1[N:3]=[C:4]([CH:9]=[O:10])[N:5]([CH3:8])[C:6]=1[Cl:7]. The yield is 0.980. (3) The reactants are ClCCl.[F:4][C:5]1[CH:6]=[CH:7][C:8]([O:12][CH2:13][CH2:14][CH3:15])=[C:9]([CH:11]=1)[NH2:10].C(N(CC)CC)C.[F:23][C:24]([F:35])([F:34])[C:25](O[C:25](=[O:26])[C:24]([F:35])([F:34])[F:23])=[O:26]. The catalyst is O. The product is [F:23][C:24]([F:35])([F:34])[C:25]([NH:10][C:9]1[CH:11]=[C:5]([F:4])[CH:6]=[CH:7][C:8]=1[O:12][CH2:13][CH2:14][CH3:15])=[O:26]. The yield is 0.990.